From a dataset of Full USPTO retrosynthesis dataset with 1.9M reactions from patents (1976-2016). Predict the reactants needed to synthesize the given product. (1) Given the product [CH:24]1([NH:38][C:1]([C:4]2[CH:5]=[C:6]([NH:10][C:11](=[O:22])[CH2:12][C:13]3[CH:18]=[CH:17][C:16]([OH:19])=[C:15]([O:20][CH3:21])[CH:14]=3)[CH:7]=[CH:8][CH:9]=2)=[O:3])[CH2:29][CH2:28][CH2:27][CH2:26][CH2:25]1, predict the reactants needed to synthesize it. The reactants are: [C:1]([C:4]1[CH:5]=[C:6]([NH:10][C:11](=[O:22])[CH2:12][C:13]2[CH:18]=[CH:17][C:16]([OH:19])=[C:15]([O:20][CH3:21])[CH:14]=2)[CH:7]=[CH:8][CH:9]=1)([OH:3])=O.F[C:24]1[C:29](O)=[C:28](F)[C:27](F)=[C:26](F)[C:25]=1F.Cl.C([N:38]=C=NCCCN(C)C)C. (2) Given the product [C:28]([O-:30])(=[O:29])[CH3:22].[NH4+:9].[F:1][C:2]1[CH:18]=[CH:17][C:5]([CH2:6][C:7]2[S:11][C:10](=[N:12][C:28]([C:22]34[CH2:23][CH:24]5[CH2:27][CH:20]([CH2:19][CH:26]3[CH2:25]5)[CH2:21]4)=[O:29])[N:9]([CH2:13][CH2:14][O:15][CH3:16])[CH:8]=2)=[CH:4][CH:3]=1, predict the reactants needed to synthesize it. The reactants are: [F:1][C:2]1[CH:18]=[CH:17][C:5]([CH2:6][C:7]2[S:11][C:10](=[NH:12])[N:9]([CH2:13][CH2:14][O:15][CH3:16])[CH:8]=2)=[CH:4][CH:3]=1.[CH2:19]1[CH:26]2[C:22]3([C:28]([OH:30])=[O:29])[CH2:23][CH:24]([CH2:27][CH:20]1[CH2:21]3)[CH2:25]2.CN(C(ON1N=NC2C=CC=NC1=2)=[N+](C)C)C.F[P-](F)(F)(F)(F)F.C(N(CC)CC)C. (3) Given the product [NH2:30][C:27]1[CH:26]=[CH:25][C:24]([C:23]([O:22][C:18]2[CH:17]=[C:16]([C:13]3[CH2:12][C@@:11]([CH2:10][C:9]([OH:44])=[O:8])([C:34]([OH:36])=[O:35])[O:15][N:14]=3)[CH:21]=[CH:20][CH:19]=2)=[O:33])=[CH:29][CH:28]=1, predict the reactants needed to synthesize it. The reactants are: C([O:8][C:9](=[O:44])[CH2:10][C@:11]1([C:34]([O:36]CC2C=CC=CC=2)=[O:35])[O:15][N:14]=[C:13]([C:16]2[CH:21]=[CH:20][CH:19]=[C:18]([O:22][C:23](=[O:33])[C:24]3[CH:29]=[CH:28][C:27]([N+:30]([O-])=O)=[CH:26][CH:25]=3)[CH:17]=2)[CH2:12]1)C1C=CC=CC=1.